This data is from Full USPTO retrosynthesis dataset with 1.9M reactions from patents (1976-2016). The task is: Predict the reactants needed to synthesize the given product. (1) Given the product [NH2:31][CH2:30][CH2:29][N:28]1[C:21]2[C:20]([NH:19][C:4]3[CH:5]=[CH:6][C:7]([O:8][C:9]4[C:14]5[C:15]([CH3:18])=[N:16][O:17][C:13]=5[CH:12]=[CH:11][CH:10]=4)=[C:2]([Cl:1])[CH:3]=3)=[N:25][CH:24]=[N:23][C:22]=2[CH:26]=[CH:27]1, predict the reactants needed to synthesize it. The reactants are: [Cl:1][C:2]1[CH:3]=[C:4]([NH:19][C:20]2[C:21]3[N:28]([CH2:29][CH2:30][NH:31]C(=O)OC(C)(C)C)[CH:27]=[CH:26][C:22]=3[N:23]=[CH:24][N:25]=2)[CH:5]=[CH:6][C:7]=1[O:8][C:9]1[C:14]2[C:15]([CH3:18])=[N:16][O:17][C:13]=2[CH:12]=[CH:11][CH:10]=1.O1CCCC1.Cl.C(OCC)(=O)C. (2) The reactants are: [F:1][C:2]([F:18])([F:17])[C:3]1[CH:4]=[CH:5][C:6]([O:9][C:10]2[CH:15]=[CH:14][C:13]([OH:16])=[CH:12][CH:11]=2)=[N:7][CH:8]=1.Br[CH:20]([CH3:26])[C:21]([O:23][CH2:24][CH3:25])=[O:22].C(=O)([O-])[O-].[K+].[K+]. Given the product [F:18][C:2]([F:1])([F:17])[C:3]1[CH:4]=[CH:5][C:6]([O:9][C:10]2[CH:11]=[CH:12][C:13]([O:16][CH:20]([CH3:26])[C:21]([O:23][CH2:24][CH3:25])=[O:22])=[CH:14][CH:15]=2)=[N:7][CH:8]=1, predict the reactants needed to synthesize it. (3) Given the product [O:9]1[C:13]2[CH:14]=[CH:15][C:16]([C:18]3[S:19][CH:20]=[C:21]([C:23]([NH:8][C:5]4[N:4]=[C:3]([S:2][CH3:1])[S:7][N:6]=4)=[O:24])[N:22]=3)=[CH:17][C:12]=2[CH2:11][CH2:10]1, predict the reactants needed to synthesize it. The reactants are: [CH3:1][S:2][C:3]1[S:7][N:6]=[C:5]([NH2:8])[N:4]=1.[O:9]1[C:13]2[CH:14]=[CH:15][C:16]([C:18]3[S:19][CH:20]=[C:21]([C:23](O)=[O:24])[N:22]=3)=[CH:17][C:12]=2[CH2:11][CH2:10]1.CN(C(ON1N=NC2C=CC=CC1=2)=[N+](C)C)C.F[P-](F)(F)(F)(F)F.N1C=CC=CC=1. (4) Given the product [N+:1]([C:4]1[CH:5]=[C:6]([N:7]([CH3:8])[C:12](=[O:14])[CH3:13])[CH:9]=[CH:10][CH:11]=1)([O-:3])=[O:2], predict the reactants needed to synthesize it. The reactants are: [N+:1]([C:4]1[CH:5]=[C:6]([CH:9]=[CH:10][CH:11]=1)[NH:7][CH3:8])([O-:3])=[O:2].[C:12](Cl)(=[O:14])[CH3:13].CCN(C(C)C)C(C)C. (5) Given the product [CH2:14]([CH:16]([CH2:29][CH2:30][CH2:31][CH3:32])[CH2:17][O:18][C:19](=[O:28])[C:20]1[CH:21]=[CH:22][C:23]([N+:26]([O-:7])=[O:27])=[CH:24][CH:25]=1)[CH3:15], predict the reactants needed to synthesize it. The reactants are: S1C(C=[O:7])=CC=C1C=O.C(O)(=O)C.[CH2:14]([CH:16]([CH2:29][CH2:30][CH2:31][CH3:32])[CH2:17][O:18][C:19](=[O:28])[C:20]1[CH:25]=[CH:24][C:23]([NH:26][OH:27])=[CH:22][CH:21]=1)[CH3:15]. (6) Given the product [Br:7][C:8]1[CH:13]=[CH:12][C:11]([CH2:14][CH2:15][C:16]([CH3:24])([S:20]([CH3:23])(=[O:22])=[O:21])[C:17]([NH:35][OH:34])=[O:18])=[CH:10][CH:9]=1, predict the reactants needed to synthesize it. The reactants are: C(Cl)(=O)C(Cl)=O.[Br:7][C:8]1[CH:13]=[CH:12][C:11]([CH2:14][CH2:15][C:16]([CH3:24])([S:20]([CH3:23])(=[O:22])=[O:21])[C:17](O)=[O:18])=[CH:10][CH:9]=1.CN(C=O)C.[Si]([O:34][NH2:35])(C)(C)C.